Dataset: Reaction yield outcomes from USPTO patents with 853,638 reactions. Task: Predict the reaction yield, written as a fraction of the theoretical maximum amount of product (1.0 means a 100% yield; for example, 0.34 means a 34% yield). (1) The reactants are [Br:1][C:2]1[C:7]([O:8][CH3:9])=[CH:6][C:5]([C:10]([C:12]2[CH:17]=[CH:16][CH:15]=[CH:14][CH:13]=2)=O)=[C:4]([OH:18])[CH:3]=1.FC(F)(F)C(O)=O.C([SiH](CC)CC)C.[NH4+].[Cl-]. The catalyst is C(Cl)Cl.O. The product is [CH2:10]([C:5]1[CH:6]=[C:7]([O:8][CH3:9])[C:2]([Br:1])=[CH:3][C:4]=1[OH:18])[C:12]1[CH:13]=[CH:14][CH:15]=[CH:16][CH:17]=1. The yield is 0.720. (2) The reactants are [C:1]([O:5][C:6]([NH:8][C@H:9]([CH2:13][O:14][CH3:15])[C:10]([OH:12])=O)=[O:7])([CH3:4])([CH3:3])[CH3:2].Cl.[NH:17]1[CH2:20][CH:19]([C:21]#[N:22])[CH2:18]1.CN(C(ON1N=NC2C=CC=NC1=2)=[N+](C)C)C.F[P-](F)(F)(F)(F)F.C(N(CC)C(C)C)(C)C. The product is [C:1]([O:5][C:6](=[O:7])[NH:8][C@H:9]([CH2:13][O:14][CH3:15])[C:10]([N:17]1[CH2:20][CH:19]([C:21]#[N:22])[CH2:18]1)=[O:12])([CH3:2])([CH3:3])[CH3:4]. The yield is 0.470. The catalyst is CN(C=O)C. (3) The reactants are [Cl-].O[NH3+:3].[C:4](=[O:7])([O-])[OH:5].[Na+].CS(C)=O.[CH2:13]([N:20]1[C:25](=[O:26])[C:24]([CH2:27][C:28]2[CH:33]=[CH:32][C:31]([C:34]3[C:35]([C:40]#[N:41])=[CH:36][CH:37]=[CH:38][CH:39]=3)=[CH:30][CH:29]=2)=[C:23]([CH2:42][CH2:43][CH2:44][CH3:45])[N:22]=[C:21]1[CH3:46])[C:14]1[CH:19]=[CH:18][CH:17]=[CH:16][CH:15]=1. The catalyst is C(OCC)(=O)C. The product is [CH2:13]([N:20]1[C:25](=[O:26])[C:24]([CH2:27][C:28]2[CH:33]=[CH:32][C:31]([C:34]3[CH:39]=[CH:38][CH:37]=[CH:36][C:35]=3[C:40]3[NH:3][C:4](=[O:7])[O:5][N:41]=3)=[CH:30][CH:29]=2)=[C:23]([CH2:42][CH2:43][CH2:44][CH3:45])[N:22]=[C:21]1[CH3:46])[C:14]1[CH:15]=[CH:16][CH:17]=[CH:18][CH:19]=1. The yield is 0.490. (4) The reactants are [Mg].BrCCBr.[F:6][C:7]1[C:16]2[C:11](=[CH:12][CH:13]=[CH:14][CH:15]=2)[CH:10]=[CH:9][CH:8]=1.[Li+].[Cl-].C([Cu])#N.[CH2:22](Br)[CH:23]=[CH2:24].[NH4+].[Cl-]. The catalyst is C1COCC1. The product is [CH2:24]([C:8]1[CH:9]=[CH:10][C:11]2[C:16](=[CH:15][CH:14]=[CH:13][CH:12]=2)[C:7]=1[F:6])[CH:23]=[CH2:22]. The yield is 0.440. (5) The reactants are COC1C=CC(C(=O)C(Br)C)=CC=1.[N-]=[N+]=[N-].[Na+].[CH3:18][O:19][C:20]1[CH:25]=[CH:24][C:23]([C:26](=[O:32])[CH:27]([N:29]=[N+]=[N-])[CH3:28])=[CH:22][CH:21]=1.[ClH:33]. The catalyst is C1COCC1.O.[Pd].CCOCC. The product is [ClH:33].[CH3:18][O:19][C:20]1[CH:21]=[CH:22][C:23]([C:26](=[O:32])[CH:27]([NH2:29])[CH3:28])=[CH:24][CH:25]=1. The yield is 1.00. (6) The reactants are [C:1]([C:4]1[N:9]=[CH:8][C:7]([CH:10]([CH2:13][CH:14]2[CH2:16][CH2:15]2)[C:11]#[N:12])=[CH:6][CH:5]=1)(=[O:3])[CH3:2].[CH3:17][Mg+].[Br-]. The catalyst is C1COCC1. The product is [CH:14]1([CH2:13][CH:10]([C:7]2[CH:8]=[N:9][C:4]([C:1]([OH:3])([CH3:17])[CH3:2])=[CH:5][CH:6]=2)[C:11]#[N:12])[CH2:16][CH2:15]1. The yield is 0.356.